Task: Predict the product of the given reaction.. Dataset: Forward reaction prediction with 1.9M reactions from USPTO patents (1976-2016) (1) The product is: [CH2:10]([O:12][C:13](=[O:14])[NH:15][C:16](=[S:17])[NH:9][C:3]1[C:2]([CH3:1])=[N:7][CH:6]=[C:5]([CH3:8])[N:4]=1)[CH3:11]. Given the reactants [CH3:1][C:2]1[C:3]([NH2:9])=[N:4][C:5]([CH3:8])=[CH:6][N:7]=1.[CH2:10]([O:12][C:13]([N:15]=[C:16]=[S:17])=[O:14])[CH3:11], predict the reaction product. (2) The product is: [CH3:9][CH2:10][C:11]1([CH2:20][CH3:21])[C:12](=[O:13])[NH:14][C:15](=[O:16])[NH:17][C:18]1=[O:19].[S:2]([O-:6])([O-:5])(=[O:4])=[S:3].[S-:2][C:7]#[N:8]. Given the reactants O.[S:2]([O-:6])([O-:5])(=[O:4])=[S:3].[C-:7]#[N:8].[CH3:9][CH2:10][C:11]1([CH2:20][CH3:21])[C:18](=[O:19])[NH:17][C:15](=[O:16])[NH:14][C:12]1=[O:13], predict the reaction product.